This data is from Catalyst prediction with 721,799 reactions and 888 catalyst types from USPTO. The task is: Predict which catalyst facilitates the given reaction. (1) Reactant: Cl[C:2]1[CH:7]=[CH:6][N:5]=[C:4]([NH2:8])[C:3]=1[N+:9]([O-:11])=[O:10].[C:12]([C:16]1[CH:40]=[CH:39][C:19]([C:20]([NH:22][C:23]2[CH:28]=[CH:27][CH:26]=[C:25](B3OC(C)(C)C(C)(C)O3)[C:24]=2[CH3:38])=[O:21])=[CH:18][CH:17]=1)([CH3:15])([CH3:14])[CH3:13].C([O-])([O-])=O.[Na+].[Na+]. Product: [NH2:8][C:4]1[C:3]([N+:9]([O-:11])=[O:10])=[C:2]([C:25]2[C:24]([CH3:38])=[C:23]([NH:22][C:20](=[O:21])[C:19]3[CH:18]=[CH:17][C:16]([C:12]([CH3:13])([CH3:14])[CH3:15])=[CH:40][CH:39]=3)[CH:28]=[CH:27][CH:26]=2)[CH:7]=[CH:6][N:5]=1. The catalyst class is: 57. (2) Reactant: C(OC([N:8]1[CH2:13][CH2:12][C:11]([C:32]2[CH:37]=[CH:36][CH:35]=[CH:34][CH:33]=2)([C:14]([O:16][CH2:17][C:18]2[N:19]([CH3:31])[N:20]([C:25]3[CH:30]=[CH:29][CH:28]=[CH:27][CH:26]=3)[C:21](=[O:24])[C:22]=2[Br:23])=[O:15])[CH2:10][CH2:9]1)=O)(C)(C)C.FC(F)(F)C(O)=O.C(N(C(C)C)CC)(C)C.[CH2:54](Br)[C:55]1[CH:60]=[CH:59][CH:58]=[CH:57][CH:56]=1. Product: [Br:23][C:22]1[C:21](=[O:24])[N:20]([C:25]2[CH:26]=[CH:27][CH:28]=[CH:29][CH:30]=2)[N:19]([CH3:31])[C:18]=1[CH2:17][O:16][C:14]([C:11]1([C:32]2[CH:33]=[CH:34][CH:35]=[CH:36][CH:37]=2)[CH2:10][CH2:9][N:8]([CH2:54][C:55]2[CH:60]=[CH:59][CH:58]=[CH:57][CH:56]=2)[CH2:13][CH2:12]1)=[O:15]. The catalyst class is: 643. (3) Product: [CH3:1][O:2][C:3]1[CH:8]=[CH:7][C:6]([C:9]23[CH2:16][CH2:15][CH:12]([N:11]4[CH2:17][CH2:18][S:19](=[O:21])(=[O:20])[N:22]=[C:10]42)[CH2:13][CH2:14]3)=[CH:5][CH:4]=1. The catalyst class is: 662. Reactant: [CH3:1][O:2][C:3]1[CH:8]=[CH:7][C:6]([C:9]23[CH2:16][CH2:15][CH:12]([CH2:13][CH2:14]2)[N:11]([CH2:17][CH2:18][S:19]([NH2:22])(=[O:21])=[O:20])[C:10]3=O)=[CH:5][CH:4]=1.P(Cl)(Cl)(Cl)=O. (4) Reactant: [Br:1][C:2]1[CH:3]=[C:4]2[C:10]([C:11]3[CH:16]=[CH:15][CH:14]=[CH:13][C:12]=3[O:17][CH3:18])=[N:9][NH:8][C:5]2=[N:6][CH:7]=1.[H-].[Na+].Cl[CH2:22][O:23][C:24](=[O:29])[C:25]([CH3:28])([CH3:27])[CH3:26]. Product: [Br:1][C:2]1[CH:3]=[C:4]2[C:10]([C:11]3[CH:16]=[CH:15][CH:14]=[CH:13][C:12]=3[O:17][CH3:18])=[N:9][N:8]([CH2:22][O:23][C:24](=[O:29])[C:25]([CH3:28])([CH3:27])[CH3:26])[C:5]2=[N:6][CH:7]=1. The catalyst class is: 3. (5) Reactant: [N+:1]([C:4]1[CH:5]=[C:6]([C:11]#[C:12][Si](C)(C)C)[C:7]([NH2:10])=[N:8][CH:9]=1)([O-:3])=[O:2].[OH-].[Na+]. The catalyst class is: 8. Product: [N+:1]([C:4]1[CH:5]=[C:6]2[CH:11]=[CH:12][NH:10][C:7]2=[N:8][CH:9]=1)([O-:3])=[O:2]. (6) Reactant: [C:1]([C@@H:4]1[C@:20]2([CH3:21])[CH:7]([CH:8]3[CH:17]([C:18](=[O:22])[CH2:19]2)[C@:16]2([CH3:23])[C:11](=[CH:12][C:13](=[O:24])[CH2:14][CH2:15]2)[CH2:10][CH2:9]3)[CH2:6][CH2:5]1)(=[O:3])[CH3:2].[CH2:25](O)C.C1COCC1.[BH4-].[Na+]. Product: [OH:22][C@@H:18]1[CH:17]2[CH:8]([CH2:9][CH2:10][C:11]3[C@:16]2([CH3:23])[CH2:15][CH2:14][C:13](=[O:24])[CH:12]=3)[CH:7]2[C@@:20]([CH3:21])([C@@H:4]([C:1]([OH:3])([CH3:25])[CH3:2])[CH2:5][CH2:6]2)[CH2:19]1. The catalyst class is: 6.